Dataset: Catalyst prediction with 721,799 reactions and 888 catalyst types from USPTO. Task: Predict which catalyst facilitates the given reaction. (1) Reactant: [OH:1][C:2]1[CH:3]=[CH:4][CH:5]=[C:6]2[C:11]=1[N:10]=[C:9]([CH:12]=[O:13])[CH:8]=[CH:7]2.N1C=CN=C1.[C:19]([Si:23](Cl)([CH3:25])[CH3:24])([CH3:22])([CH3:21])[CH3:20]. Product: [Si:23]([O:1][C:2]1[CH:3]=[CH:4][CH:5]=[C:6]2[C:11]=1[N:10]=[C:9]([CH:12]=[O:13])[CH:8]=[CH:7]2)([C:19]([CH3:22])([CH3:21])[CH3:20])([CH3:25])[CH3:24]. The catalyst class is: 4. (2) Reactant: [OH:1][CH2:2][CH:3]1[CH2:8][CH2:7][CH2:6][CH:5]([NH:9][C:10](=[O:16])[O:11][C:12]([CH3:15])([CH3:14])[CH3:13])[CH2:4]1.CC(OI1(OC(C)=O)(OC(C)=O)OC(=O)C2C=CC=CC1=2)=O. Product: [CH:2]([CH:3]1[CH2:8][CH2:7][CH2:6][CH:5]([NH:9][C:10](=[O:16])[O:11][C:12]([CH3:14])([CH3:13])[CH3:15])[CH2:4]1)=[O:1]. The catalyst class is: 2.